From a dataset of Peptide-MHC class I binding affinity with 185,985 pairs from IEDB/IMGT. Regression. Given a peptide amino acid sequence and an MHC pseudo amino acid sequence, predict their binding affinity value. This is MHC class I binding data. (1) The peptide sequence is TYSAGIVQI. The MHC is HLA-B44:03 with pseudo-sequence HLA-B44:03. The binding affinity (normalized) is 0. (2) The binding affinity (normalized) is 0.0847. The peptide sequence is GEAMDTISV. The MHC is HLA-B15:09 with pseudo-sequence HLA-B15:09. (3) The peptide sequence is ILCGLILFFV. The MHC is HLA-A02:03 with pseudo-sequence HLA-A02:03. The binding affinity (normalized) is 0.326.